Dataset: Forward reaction prediction with 1.9M reactions from USPTO patents (1976-2016). Task: Predict the product of the given reaction. Given the reactants [Cl:1][C:2]1[CH:3]=[C:4]([C:8]([C:11]2[CH:16]=[CH:15][CH:14]=[C:13]([Cl:17])[CH:12]=2)(Cl)Cl)[CH:5]=[CH:6][CH:7]=1.[F:18][C:19]1[CH:24]=[C:23]([OH:25])[C:22]([OH:26])=[CH:21][C:20]=1[C:27]([N:29]1[CH2:34][CH2:33][O:32][CH2:31][CH2:30]1)=[O:28], predict the reaction product. The product is: [Cl:1][C:2]1[CH:3]=[C:4]([C:8]2([C:11]3[CH:16]=[CH:15][CH:14]=[C:13]([Cl:17])[CH:12]=3)[O:25][C:23]3[CH:24]=[C:19]([F:18])[C:20]([C:27]([N:29]4[CH2:34][CH2:33][O:32][CH2:31][CH2:30]4)=[O:28])=[CH:21][C:22]=3[O:26]2)[CH:5]=[CH:6][CH:7]=1.